This data is from Full USPTO retrosynthesis dataset with 1.9M reactions from patents (1976-2016). The task is: Predict the reactants needed to synthesize the given product. (1) The reactants are: F[C:2]1[C:7]([I:8])=[CH:6][CH:5]=[CH:4][N:3]=1.[O:9]1[CH:13]=[CH:12][C:11]([CH2:14][OH:15])=[CH:10]1. Given the product [O:9]1[CH:13]=[CH:12][C:11]([CH2:14][O:15][C:2]2[C:7]([I:8])=[CH:6][CH:5]=[CH:4][N:3]=2)=[CH:10]1, predict the reactants needed to synthesize it. (2) Given the product [Cl:1][C:2]1[CH:10]=[C:9]([N:11]2[C:15]3=[N:16][CH:17]=[CH:18][CH:19]=[C:14]3[C:13]([Cl:20])=[CH:12]2)[CH:8]=[CH:7][C:3]=1[C:4]([NH:21][C:22]1[CH:23]=[CH:24][C:25]2[CH2:29][O:28][B:27]([OH:30])[C:26]=2[CH:31]=1)=[O:6], predict the reactants needed to synthesize it. The reactants are: [Cl:1][C:2]1[CH:10]=[C:9]([N:11]2[C:15]3=[N:16][CH:17]=[CH:18][CH:19]=[C:14]3[C:13]([Cl:20])=[CH:12]2)[CH:8]=[CH:7][C:3]=1[C:4]([OH:6])=O.[NH2:21][C:22]1[CH:23]=[CH:24][C:25]2[CH2:29][O:28][B:27]([OH:30])[C:26]=2[CH:31]=1. (3) Given the product [CH3:32][S:33]([C:36]1[CH:41]=[C:40]([C:9]2[NH:8][C:5]3=[N:6][CH:7]=[CH:2][C:3]([C:22]4[S:26][C:25]([C:27]5([OH:31])[CH2:30][CH2:29][CH2:28]5)=[N:24][CH:23]=4)=[C:4]3[CH:10]=2)[CH:39]=[CH:38][CH:37]=1)(=[O:35])=[O:34], predict the reactants needed to synthesize it. The reactants are: F[C:2]1[C:3]([C:22]2[S:26][C:25]([C:27]3([OH:31])[CH2:30][CH2:29][CH2:28]3)=[N:24][CH:23]=2)=[C:4]2[CH:10]=[C:9](I)[N:8](S(C3C=CC(C)=CC=3)(=O)=O)[C:5]2=[N:6][CH:7]=1.[CH3:32][S:33]([C:36]1[CH:37]=[C:38](B(O)O)[CH:39]=[CH:40][CH:41]=1)(=[O:35])=[O:34].C(=O)(O)[O-].